This data is from Catalyst prediction with 721,799 reactions and 888 catalyst types from USPTO. The task is: Predict which catalyst facilitates the given reaction. (1) Reactant: [NH:1]1[CH2:6][CH2:5][S:4][CH2:3][CH2:2]1.C(N(CC)CC)C.C(OC([O-])=O)([O:16][C:17]([O:19][C:20]([CH3:23])([CH3:22])[CH3:21])=O)=O. Product: [N:1]1([C:17]([O:19][C:20]([CH3:23])([CH3:22])[CH3:21])=[O:16])[CH2:6][CH2:5][S:4][CH2:3][CH2:2]1. The catalyst class is: 7. (2) Reactant: [OH-].[Na+].[F:3][C:4]([F:26])([F:25])[C:5]1[O:9][N:8]=[C:7]([C:10]2[CH:11]=[C:12]([CH:22]=[CH:23][CH:24]=2)[C:13]([NH:15][CH2:16][CH2:17][C:18]([O:20]C)=[O:19])=[O:14])[N:6]=1.Cl. Product: [F:25][C:4]([F:3])([F:26])[C:5]1[O:9][N:8]=[C:7]([C:10]2[CH:11]=[C:12]([CH:22]=[CH:23][CH:24]=2)[C:13]([NH:15][CH2:16][CH2:17][C:18]([OH:20])=[O:19])=[O:14])[N:6]=1. The catalyst class is: 87. (3) Product: [CH2:16]([O:15][C:13]([N:7]1[CH2:8][CH2:9][C:10](=[O:12])[C:3]2[CH:4]=[CH:5][O:1][C:2]=2[CH2:6]1)=[O:14])[CH3:17]. Reactant: [O:1]1[CH:5]=[CH:4][CH:3]=[C:2]1[CH2:6][N:7]([C:13]([O:15][CH2:16][CH3:17])=[O:14])[CH2:8][CH2:9][C:10]([OH:12])=O.S(Cl)(Cl)=O.[Cl-].[Al+3].[Cl-].[Cl-]. The catalyst class is: 59. (4) Reactant: Cl[C:2]1[N:7]=[CH:6][C:5]([C:8]([O:10][CH3:11])=[O:9])=[CH:4][N:3]=1.[CH2:12]([C:16]1[CH:21]=[CH:20][C:19](B(O)O)=[CH:18][CH:17]=1)[CH2:13][CH2:14][CH3:15].C(=O)([O-])[O-].[Na+].[Na+].[Cl-].[Li+]. Product: [CH2:12]([C:16]1[CH:21]=[CH:20][C:19]([C:2]2[N:7]=[CH:6][C:5]([C:8]([O:10][CH3:11])=[O:9])=[CH:4][N:3]=2)=[CH:18][CH:17]=1)[CH2:13][CH2:14][CH3:15]. The catalyst class is: 117.